Dataset: Cav3 T-type calcium channel HTS with 100,875 compounds. Task: Binary Classification. Given a drug SMILES string, predict its activity (active/inactive) in a high-throughput screening assay against a specified biological target. (1) The compound is O=C1NCCCC1C(=O)Nc1ncccc1. The result is 0 (inactive). (2) The compound is S(=O)(=O)(N(C1CCCCC1)CC(=O)NCc1ccccc1)C. The result is 0 (inactive).